From a dataset of Peptide-MHC class I binding affinity with 185,985 pairs from IEDB/IMGT. Regression. Given a peptide amino acid sequence and an MHC pseudo amino acid sequence, predict their binding affinity value. This is MHC class I binding data. (1) The peptide sequence is TRKIRSEEL. The MHC is HLA-A02:06 with pseudo-sequence HLA-A02:06. The binding affinity (normalized) is 0.0847. (2) The peptide sequence is APRARTAAF. The MHC is HLA-B45:06 with pseudo-sequence HLA-B45:06. The binding affinity (normalized) is 0.213. (3) The peptide sequence is QMRDVLGTF. The MHC is HLA-A11:01 with pseudo-sequence HLA-A11:01. The binding affinity (normalized) is 0.0847. (4) The peptide sequence is SSKLGGLWK. The MHC is HLA-A03:01 with pseudo-sequence HLA-A03:01. The binding affinity (normalized) is 0.353.